From a dataset of Reaction yield outcomes from USPTO patents with 853,638 reactions. Predict the reaction yield, written as a fraction of the theoretical maximum amount of product (1.0 means a 100% yield; for example, 0.34 means a 34% yield). (1) The reactants are [C:1]([Mg]Br)#[CH:2].[CH2:5]([N:9]([CH2:23][CH:24]([CH3:26])[CH3:25])[C:10]([NH:12][C:13]1[CH:18]=[CH:17][C:16]([N+:19]([O-:21])=[O:20])=[CH:15][C:14]=1[CH3:22])=O)[CH:6]([CH3:8])[CH3:7]. The catalyst is C1COCC1. The product is [CH2:5]([N:9]([CH2:23][CH:24]([CH3:26])[CH3:25])[C:10](=[N:12][C:13]1[CH:18]=[CH:17][C:16]([N+:19]([O-:21])=[O:20])=[CH:15][C:14]=1[CH3:22])[C:1]#[CH:2])[CH:6]([CH3:8])[CH3:7]. The yield is 0.320. (2) The reactants are Br[C:2]1[CH:7]=[CH:6][C:5]([N:8]([C:13]2[C:32]([CH:33]3[CH2:35][CH2:34]3)=[CH:31][C:16]3[C:17]([C:27]([NH:29][CH3:30])=[O:28])=[C:18]([C:20]4[CH:25]=[CH:24][C:23]([F:26])=[CH:22][CH:21]=4)[O:19][C:15]=3[CH:14]=2)[S:9]([CH3:12])(=[O:11])=[O:10])=[CH:4][C:3]=1[F:36].[B:37]1([B:37]2[O:41][C:40]([CH3:43])([CH3:42])[C:39]([CH3:45])([CH3:44])[O:38]2)[O:41][C:40]([CH3:43])([CH3:42])[C:39]([CH3:45])([CH3:44])[O:38]1.C([O-])(=O)C.[K+]. The product is [CH:33]1([C:32]2[C:13]([N:8]([C:5]3[CH:6]=[CH:7][C:2]([B:37]4[O:41][C:40]([CH3:43])([CH3:42])[C:39]([CH3:45])([CH3:44])[O:38]4)=[C:3]([F:36])[CH:4]=3)[S:9]([CH3:12])(=[O:11])=[O:10])=[CH:14][C:15]3[O:19][C:18]([C:20]4[CH:21]=[CH:22][C:23]([F:26])=[CH:24][CH:25]=4)=[C:17]([C:27]([NH:29][CH3:30])=[O:28])[C:16]=3[CH:31]=2)[CH2:35][CH2:34]1. The catalyst is O1CCOCC1.C1C=CC(P(C2C=CC=CC=2)[C-]2C=CC=C2)=CC=1.C1C=CC(P(C2C=CC=CC=2)[C-]2C=CC=C2)=CC=1.Cl[Pd]Cl.[Fe+2]. The yield is 0.560. (3) The reactants are [Cl:1][C:2]1[CH:3]=[C:4]([C@H:8]([O:22][CH2:23][C:24]([O:26]CC)=O)[C@@H:9]2[CH2:14][CH2:13][CH2:12][N:11]([C:15]([O:17][C:18]([CH3:21])([CH3:20])[CH3:19])=[O:16])[CH2:10]2)[CH:5]=[CH:6][CH:7]=1.[NH3:29]. The catalyst is CO. The product is [NH2:29][C:24](=[O:26])[CH2:23][O:22][C@@H:8]([C:4]1[CH:5]=[CH:6][CH:7]=[C:2]([Cl:1])[CH:3]=1)[C@@H:9]1[CH2:14][CH2:13][CH2:12][N:11]([C:15]([O:17][C:18]([CH3:21])([CH3:20])[CH3:19])=[O:16])[CH2:10]1. The yield is 1.00. (4) The reactants are C(O[C:4]1[C:5](=[O:20])[C:6](=[O:19])[C:7]=1[NH:8][C:9]1[CH:14]=[CH:13][C:12]([N+:15]([O-:17])=[O:16])=[CH:11][C:10]=1[OH:18])C.[Cl:21][C:22]1[C:28](Cl)=[CH:27][CH:26]=[CH:25][C:23]=1[NH2:24].C(OC(=O)C)C. The catalyst is CS(C)=O. The product is [Cl:21][C:22]1[CH:28]=[CH:27][CH:26]=[CH:25][C:23]=1[NH:24][C:4]1[C:5](=[O:20])[C:6](=[O:19])[C:7]=1[NH:8][C:9]1[CH:14]=[CH:13][C:12]([N+:15]([O-:17])=[O:16])=[CH:11][C:10]=1[OH:18]. The yield is 0.0100. (5) The reactants are Cl.[NH2:2][OH:3].[C:4]([C:7]1[CH:8]=[C:9]([N:14]2[CH2:18][CH2:17][N:16]([C:19]3[CH:20]=[N:21][CH:22]=[CH:23][C:24]=3[CH3:25])[C:15]2=[O:26])[CH:10]=[CH:11][C:12]=1[F:13])(=O)[CH3:5].CO. The catalyst is N1C=CC=CC=1.C(Cl)(Cl)Cl. The product is [F:13][C:12]1[CH:11]=[CH:10][C:9]([N:14]2[CH2:18][CH2:17][N:16]([C:19]3[CH:20]=[N:21][CH:22]=[CH:23][C:24]=3[CH3:25])[C:15]2=[O:26])=[CH:8][C:7]=1[C:4](=[N:2][OH:3])[CH3:5]. The yield is 0.900. (6) The reactants are [C@@H:1]12[CH2:7][NH:6][C@@H:5]1[CH2:4][N:3]([C:8]([O:10][CH2:11][C:12]1[CH:17]=[CH:16][CH:15]=[CH:14][CH:13]=1)=[O:9])[CH2:2]2.[C:18]([C:20]1[CH:21]=[N:22][CH:23]=[C:24](Br)[CH:25]=1)#[N:19].C([O-])([O-])=O.[Cs+].[Cs+]. The catalyst is C1(C)C=CC=CC=1.C1C=CC(/C=C/C(/C=C/C2C=CC=CC=2)=O)=CC=1.C1C=CC(/C=C/C(/C=C/C2C=CC=CC=2)=O)=CC=1.C1C=CC(/C=C/C(/C=C/C2C=CC=CC=2)=O)=CC=1.[Pd].[Pd].C1C=CC(P(C2C(C3C(P(C4C=CC=CC=4)C4C=CC=CC=4)=CC=C4C=3C=CC=C4)=C3C(C=CC=C3)=CC=2)C2C=CC=CC=2)=CC=1. The product is [C:18]([C:20]1[CH:25]=[C:24]([N:6]2[CH2:7][C@@H:1]3[C@H:5]2[CH2:4][N:3]([C:8]([O:10][CH2:11][C:12]2[CH:17]=[CH:16][CH:15]=[CH:14][CH:13]=2)=[O:9])[CH2:2]3)[CH:23]=[N:22][CH:21]=1)#[N:19]. The yield is 0.470.